This data is from Full USPTO retrosynthesis dataset with 1.9M reactions from patents (1976-2016). The task is: Predict the reactants needed to synthesize the given product. (1) Given the product [C:9]1([C:19]2[CH:18]=[C:17]([CH3:16])[CH:22]=[C:21]([C:16]3[C:17]4[C:22](=[CH:21][CH:20]=[CH:19][CH:18]=4)[CH:23]=[CH:24][N:15]=3)[CH:20]=2)[C:4]2[C:3](=[CH:2][CH:7]=[CH:6][CH:5]=2)[CH:23]=[CH:24][N:15]=1, predict the reactants needed to synthesize it. The reactants are: Br[C:2]1[CH:3]=[C:4]([CH3:9])[CH:5]=[C:6](Br)[CH:7]=1.C([Sn](CCCC)(CCCC)[N:15]1[CH:24]=[CH:23][C:22]2[C:17](=[CH:18][CH:19]=[CH:20][CH:21]=2)[CH2:16]1)CCC.[Cl-].[Li+].[F-].[K+]. (2) The reactants are: [N:1]([CH2:4][CH2:5][O:6][CH2:7][CH2:8][O:9][CH2:10][CH2:11][N:12]1[C:16](=[O:17])/[C:15](=[CH:18]/[C:19]2[CH:37]=[CH:36][C:22]([O:23][C:24]3[CH:31]=[CH:30][C:27]([C:28]#[N:29])=[CH:26][C:25]=3[C:32]([F:35])([F:34])[F:33])=[C:21]([O:38][CH3:39])[CH:20]=2)/[S:14][C:13]1=[O:40])=[N+]=[N-].C1(P(C2C=CC=CC=2)C2C=CC=CC=2)C=CC=CC=1. Given the product [NH2:1][CH2:4][CH2:5][O:6][CH2:7][CH2:8][O:9][CH2:10][CH2:11][N:12]1[C:16](=[O:17])/[C:15](=[CH:18]/[C:19]2[CH:37]=[CH:36][C:22]([O:23][C:24]3[CH:31]=[CH:30][C:27]([C:28]#[N:29])=[CH:26][C:25]=3[C:32]([F:33])([F:35])[F:34])=[C:21]([O:38][CH3:39])[CH:20]=2)/[S:14][C:13]1=[O:40], predict the reactants needed to synthesize it. (3) Given the product [F:1][C:2]1[CH:10]=[C:9]2[C:5]([CH:16]=[C:17]([OH:13])[C:7]([CH3:6])=[N:8]2)=[CH:4][CH:3]=1, predict the reactants needed to synthesize it. The reactants are: [F:1][C:2]1[CH:10]=[C:9]2[C:5]([C:6](=O)[C:7](=O)[NH:8]2)=[CH:4][CH:3]=1.[OH-:13].[K+].Br[CH2:16][C:17](C1C=CC=CC=1)=O.Cl. (4) Given the product [Cl:1][C:2]1[C:3]([CH3:10])=[C:4]([CH3:9])[C:5]2[N:6]([CH:11]=[CH:12][N:8]=2)[N:7]=1, predict the reactants needed to synthesize it. The reactants are: [Cl:1][C:2]1[N:7]=[N:6][C:5]([NH2:8])=[C:4]([CH3:9])[C:3]=1[CH3:10].[CH2:11](OC(OCC)CBr)[CH3:12].Br. (5) The reactants are: [NH2:1][CH2:2][C@@H:3]1[C@H:8]([CH3:9])[CH2:7][CH2:6][CH2:5][N:4]1[C:10]([C:12]1[CH:17]=[C:16]([F:18])[CH:15]=[CH:14][C:13]=1[N:19]1[N:23]=[CH:22][CH:21]=[N:20]1)=[O:11].Cl[C:25]1[N:30]=[CH:29][C:28]([C:31]([F:34])([F:33])[F:32])=[CH:27][N:26]=1. Given the product [F:18][C:16]1[CH:15]=[CH:14][C:13]([N:19]2[N:23]=[CH:22][CH:21]=[N:20]2)=[C:12]([C:10]([N:4]2[CH2:5][CH2:6][CH2:7][C@@H:8]([CH3:9])[C@H:3]2[CH2:2][NH:1][C:25]2[N:30]=[CH:29][C:28]([C:31]([F:34])([F:33])[F:32])=[CH:27][N:26]=2)=[O:11])[CH:17]=1, predict the reactants needed to synthesize it. (6) Given the product [Cl:8][C:6]1[CH:7]=[C:2]([B:10]2[O:14][C:13]([CH3:16])([CH3:15])[C:12]([CH3:18])([CH3:17])[O:11]2)[C:3]([CH3:9])=[N:4][CH:5]=1, predict the reactants needed to synthesize it. The reactants are: Br[C:2]1[C:3]([CH3:9])=[N:4][CH:5]=[C:6]([Cl:8])[CH:7]=1.[B:10]1([B:10]2[O:14][C:13]([CH3:16])([CH3:15])[C:12]([CH3:18])([CH3:17])[O:11]2)[O:14][C:13]([CH3:16])([CH3:15])[C:12]([CH3:18])([CH3:17])[O:11]1.CC([O-])=O.[K+]. (7) Given the product [CH2:20]([N:19]([CH2:12][C:13]1[CH:18]=[CH:17][CH:16]=[CH:15][CH:14]=1)[CH2:11][C@H:9]([OH:10])[CH2:8][O:1][C:2]1[CH:7]=[CH:6][CH:5]=[CH:4][CH:3]=1)[C:21]1[CH:26]=[CH:25][CH:24]=[CH:23][CH:22]=1, predict the reactants needed to synthesize it. The reactants are: [O:1]([CH2:8][C@@H:9]1[CH2:11][O:10]1)[C:2]1[CH:7]=[CH:6][CH:5]=[CH:4][CH:3]=1.[CH2:12]([NH:19][CH2:20][C:21]1[CH:26]=[CH:25][CH:24]=[CH:23][CH:22]=1)[C:13]1[CH:18]=[CH:17][CH:16]=[CH:15][CH:14]=1.